The task is: Predict the reaction yield, written as a fraction of the theoretical maximum amount of product (1.0 means a 100% yield; for example, 0.34 means a 34% yield).. This data is from Reaction yield outcomes from USPTO patents with 853,638 reactions. (1) The reactants are Br[C:2]1[S:6][C:5]([C:7]2[CH:12]=[CH:11][N:10]=[CH:9][CH:8]=2)=[N:4][C:3]=1[CH2:13][C:14]1[CH:19]=[CH:18][C:17]([Cl:20])=[CH:16][CH:15]=1.O1CCOCC1.C(OC([N:34]1[CH:38]=[CH:37][CH:36]=[C:35]1B(O)O)=O)(C)(C)C.C(=O)([O-])[O-].[Cs+].[Cs+]. The catalyst is C1C=CC([P]([Pd]([P](C2C=CC=CC=2)(C2C=CC=CC=2)C2C=CC=CC=2)([P](C2C=CC=CC=2)(C2C=CC=CC=2)C2C=CC=CC=2)[P](C2C=CC=CC=2)(C2C=CC=CC=2)C2C=CC=CC=2)(C2C=CC=CC=2)C2C=CC=CC=2)=CC=1.O. The product is [Cl:20][C:17]1[CH:18]=[CH:19][C:14]([CH2:13][C:3]2[N:4]=[C:5]([C:7]3[CH:12]=[CH:11][N:10]=[CH:9][CH:8]=3)[S:6][C:2]=2[C:35]2[NH:34][CH:38]=[CH:37][CH:36]=2)=[CH:15][CH:16]=1. The yield is 0.290. (2) The reactants are [Cl:1][C:2]1[CH:10]=[C:9]2[C:5]([C:6]([C:11](=[O:16])[C:12]([F:15])([F:14])[F:13])=[CH:7][NH:8]2)=[CH:4][CH:3]=1.[C:17]([O:21][C:22]([N:24]1[CH2:28][CH2:27][CH2:26][C@H:25]1[CH2:29]OS(C)(=O)=O)=[O:23])([CH3:20])([CH3:19])[CH3:18].C(=O)([O-])[O-].[Cs+].[Cs+]. The catalyst is CN1CCCN(C)C1=O.O. The product is [C:17]([O:21][C:22]([N:24]1[CH2:28][CH2:27][CH2:26][C@H:25]1[CH2:29][N:8]1[C:9]2[C:5](=[CH:4][CH:3]=[C:2]([Cl:1])[CH:10]=2)[C:6]([C:11](=[O:16])[C:12]([F:13])([F:14])[F:15])=[CH:7]1)=[O:23])([CH3:20])([CH3:18])[CH3:19]. The yield is 0.460. (3) The reactants are [BH4-].[Na+].[Br:3][C:4]1[CH:9]=[CH:8][C:7]([CH:10]2[CH2:13][C:12](=[O:14])[CH2:11]2)=[CH:6][CH:5]=1.C(=O)(O)[O-].[Na+]. The catalyst is O1CCCC1. The product is [Br:3][C:4]1[CH:5]=[CH:6][C:7]([CH:10]2[CH2:11][CH:12]([OH:14])[CH2:13]2)=[CH:8][CH:9]=1. The yield is 0.950. (4) The reactants are [N:1]1([C:7]2[CH:12]=[C:11]([NH2:13])[C:10]([N+:14]([O-])=O)=[CH:9][N:8]=2)[CH2:6][CH2:5][O:4][CH2:3][CH2:2]1.CO. The catalyst is [Pd].C1COCC1. The product is [O:4]1[CH2:5][CH2:6][N:1]([C:7]2[N:8]=[CH:9][C:10]([NH2:14])=[C:11]([NH2:13])[CH:12]=2)[CH2:2][CH2:3]1. The yield is 0.920. (5) The yield is 0.170. The reactants are B(F)(F)[F:2].[CH2:5]([O:7][P:8]([N:13]1[CH:19]2[CH:14]1[CH2:15][CH2:16][N:17]([C:20]([O:22][CH2:23][C:24]1[CH:29]=[CH:28][CH:27]=[CH:26][CH:25]=1)=[O:21])[CH2:18]2)([O:10][CH2:11][CH3:12])=[O:9])[CH3:6]. The product is [CH2:5]([O:7][P:8]([NH:13][C@H:19]1[C@H:14]([F:2])[CH2:15][CH2:16][N:17]([C:20]([O:22][CH2:23][C:24]2[CH:29]=[CH:28][CH:27]=[CH:26][CH:25]=2)=[O:21])[CH2:18]1)([O:10][CH2:11][CH3:12])=[O:9])[CH3:6]. The catalyst is C(Cl)Cl. (6) The reactants are Br[C:2]1[CH:3]=[CH:4][C:5]([CH3:8])=[N:6][CH:7]=1.CON(C)[C:12]([CH:14]1[CH2:19][CH2:18][N:17]([C:20]([O:22][C:23]([CH3:26])([CH3:25])[CH3:24])=[O:21])[CH2:16][CH2:15]1)=[O:13]. The catalyst is C1COCC1. The product is [CH3:8][C:5]1[CH:4]=[CH:3][C:2]([C:12]([CH:14]2[CH2:19][CH2:18][N:17]([C:20]([O:22][C:23]([CH3:26])([CH3:25])[CH3:24])=[O:21])[CH2:16][CH2:15]2)=[O:13])=[CH:7][N:6]=1. The yield is 0.420.